This data is from Peptide-MHC class II binding affinity with 134,281 pairs from IEDB. The task is: Regression. Given a peptide amino acid sequence and an MHC pseudo amino acid sequence, predict their binding affinity value. This is MHC class II binding data. (1) The peptide sequence is DFHPGAGKTRRFLPQ. The MHC is HLA-DQA10303-DQB10402 with pseudo-sequence HLA-DQA10303-DQB10402. The binding affinity (normalized) is 0.340. (2) The MHC is HLA-DQA10201-DQB10303 with pseudo-sequence HLA-DQA10201-DQB10303. The binding affinity (normalized) is 0.418. The peptide sequence is WVPQGRTTWSIHGKG. (3) The binding affinity (normalized) is 0.0572. The peptide sequence is LRYYRITYGETGGNS. The MHC is DRB1_0301 with pseudo-sequence DRB1_0301. (4) The peptide sequence is INFFLIAFAVYFLVV. The MHC is DRB1_1101 with pseudo-sequence DRB1_1101. The binding affinity (normalized) is 0. (5) The peptide sequence is YTGRLSQAQLMPSPP. The MHC is HLA-DPA10103-DPB10401 with pseudo-sequence HLA-DPA10103-DPB10401. The binding affinity (normalized) is 0.197.